From a dataset of Full USPTO retrosynthesis dataset with 1.9M reactions from patents (1976-2016). Predict the reactants needed to synthesize the given product. (1) Given the product [CH2:1]([O:3][C:4](=[O:17])/[CH:5]=[C:6](/[O:8][C:9]1[CH:14]=[CH:13][CH:12]=[C:11]([F:15])[C:10]=1[F:16])\[CH2:7][Br:18])[CH3:2], predict the reactants needed to synthesize it. The reactants are: [CH2:1]([O:3][C:4](=[O:17])/[CH:5]=[C:6](/[O:8][C:9]1[CH:14]=[CH:13][CH:12]=[C:11]([F:15])[C:10]=1[F:16])\[CH3:7])[CH3:2].[Br:18]N1C(=O)CCC1=O.C(OOC(=O)C1C=CC=CC=1)(=O)C1C=CC=CC=1. (2) The reactants are: C1C=C[NH+]=CC=1.[O-][Cr](Cl)(=O)=O.[C:12]1(=[O:28])[N:16]([CH2:17][CH2:18][CH2:19][CH2:20][CH2:21][OH:22])[C:15](=[O:23])[C:14]2=[CH:24][CH:25]=[CH:26][CH:27]=[C:13]12.C(OCC)C. Given the product [C:15]1(=[O:23])[N:16]([CH2:17][CH2:18][CH2:19][CH2:20][CH:21]=[O:22])[C:12](=[O:28])[C:13]2=[CH:27][CH:26]=[CH:25][CH:24]=[C:14]12, predict the reactants needed to synthesize it. (3) Given the product [F:9][C:6]1[CH:7]=[CH:8][C:3]([CH2:2][C:18]([OH:17])=[O:20])=[C:4]([I:10])[CH:5]=1, predict the reactants needed to synthesize it. The reactants are: Br[CH2:2][C:3]1[CH:8]=[CH:7][C:6]([F:9])=[CH:5][C:4]=1[I:10].[C-]#N.[Na+].C1[CH2:18][O:17]CC1.C[OH:20].O.[OH-].[Li+]. (4) The reactants are: [C:1](Cl)(=[O:3])[CH3:2].[F:5][C:6]1[CH:7]=[C:8]([CH:16]=[CH:17][CH:18]=1)[CH:9]=[C:10]1[CH2:15][CH2:14][CH2:13][NH:12][CH2:11]1.C(N(C(C)C)CC)(C)C. Given the product [F:5][C:6]1[CH:7]=[C:8]([CH:16]=[CH:17][CH:18]=1)[CH:9]=[C:10]1[CH2:15][CH2:14][CH2:13][N:12]([C:1](=[O:3])[CH3:2])[CH2:11]1, predict the reactants needed to synthesize it. (5) Given the product [Cl:1][C:2]1[C:7]([Cl:8])=[CH:6][CH:5]=[CH:4][C:3]=1[C:9]1[CH:10]=[CH:11][C:12](/[C:15](/[CH3:35])=[CH:16]/[CH2:17][O:18][C:19]2[CH:20]=[CH:21][C:22]([CH2:25][C@H:26]([O:32][CH2:33][CH3:34])[C:27]([OH:29])=[O:28])=[CH:23][CH:24]=2)=[CH:13][CH:14]=1, predict the reactants needed to synthesize it. The reactants are: [Cl:1][C:2]1[C:7]([Cl:8])=[CH:6][CH:5]=[CH:4][C:3]=1[C:9]1[CH:14]=[CH:13][C:12](/[C:15](/[CH3:35])=[CH:16]/[CH2:17][O:18][C:19]2[CH:24]=[CH:23][C:22]([CH2:25][C@H:26]([O:32][CH2:33][CH3:34])[C:27]([O:29]CC)=[O:28])=[CH:21][CH:20]=2)=[CH:11][CH:10]=1.[OH-].[Na+]. (6) Given the product [CH:1]1([CH2:6][C@H:7]([CH2:35][N:36]([CH:45]=[O:46])[OH:37])[C:8]([N:10]2[C@H:14]([C:15]([NH:17][C:18]3[CH:23]=[CH:22][CH:21]=[CH:20][N+:19]=3[O-:24])=[O:16])[CH2:13][CH2:12][NH:11]2)=[O:9])[CH2:2][CH2:3][CH2:4][CH2:5]1, predict the reactants needed to synthesize it. The reactants are: [CH:1]1([CH2:6][C@H:7]([CH2:35][N:36]([CH:45]=[O:46])[O:37]CC2C=CC=CC=2)[C:8]([N:10]2[C@H:14]([C:15]([NH:17][C:18]3[CH:23]=[CH:22][CH:21]=[CH:20][N+:19]=3[O-:24])=[O:16])[CH2:13][CH2:12][N:11]2C(OCC2C=CC=CC=2)=O)=[O:9])[CH2:5][CH2:4][CH2:3][CH2:2]1.